This data is from Full USPTO retrosynthesis dataset with 1.9M reactions from patents (1976-2016). The task is: Predict the reactants needed to synthesize the given product. (1) Given the product [F:1][C:2]1[CH:10]=[CH:9][C:5]([C:6]([N:50]([C@@H:43]([CH:42]([CH3:52])[CH3:41])[CH2:44][N:45]2[CH2:46][CH:47]([OH:49])[CH2:48]2)[CH3:51])=[O:8])=[CH:4][C:3]=1[CH3:11], predict the reactants needed to synthesize it. The reactants are: [F:1][C:2]1[CH:10]=[CH:9][C:5]([C:6]([OH:8])=O)=[CH:4][C:3]=1[CH3:11].CN(C(ON1N=NC2C=CC=CC1=2)=[N+](C)C)C.[B-](F)(F)(F)F.CN1CCOCC1.[CH3:41][CH:42]([CH3:52])[C@H:43]([NH:50][CH3:51])[CH2:44][N:45]1[CH2:48][CH:47]([OH:49])[CH2:46]1.[OH-].[Na+]. (2) Given the product [S:20]1[CH:21]=[CH:22][CH:23]=[C:19]1[C:17]([C:16]1[CH:15]=[N:14][N:13]2[C:8]([C:4]3[CH:3]=[C:2]([NH:1][C:30]([C:25]4[CH:26]=[N:27][CH:28]=[CH:29][N:24]=4)=[O:31])[CH:7]=[CH:6][CH:5]=3)=[CH:9][CH:10]=[N:11][C:12]=12)=[O:18], predict the reactants needed to synthesize it. The reactants are: [NH2:1][C:2]1[CH:3]=[C:4]([C:8]2[N:13]3[N:14]=[CH:15][C:16]([C:17]([C:19]4[S:20][CH:21]=[CH:22][CH:23]=4)=[O:18])=[C:12]3[N:11]=[CH:10][CH:9]=2)[CH:5]=[CH:6][CH:7]=1.[N:24]1[CH:29]=[CH:28][N:27]=[CH:26][C:25]=1[C:30](O)=[O:31]. (3) Given the product [F:31][C:32]1[CH:39]=[CH:38][CH:37]=[CH:36][C:33]=1[CH2:34][N:17]([CH2:16][C:14]1[S:15][C:11]([C:7]2[CH:8]=[CH:9][CH:10]=[C:5]([S:2]([CH3:1])(=[O:3])=[O:4])[CH:6]=2)=[CH:12][CH:13]=1)[S:18]([C:21]1[CH:26]=[CH:25][CH:24]=[CH:23][C:22]=1[C:27]([F:30])([F:28])[F:29])(=[O:20])=[O:19], predict the reactants needed to synthesize it. The reactants are: [CH3:1][S:2]([C:5]1[CH:6]=[C:7]([C:11]2[S:15][C:14]([CH2:16][NH:17][S:18]([C:21]3[CH:26]=[CH:25][CH:24]=[CH:23][C:22]=3[C:27]([F:30])([F:29])[F:28])(=[O:20])=[O:19])=[CH:13][CH:12]=2)[CH:8]=[CH:9][CH:10]=1)(=[O:4])=[O:3].[F:31][C:32]1[CH:39]=[CH:38][CH:37]=[CH:36][C:33]=1[CH2:34]Br.C(=O)([O-])[O-].[Cs+].[Cs+]. (4) Given the product [CH3:1][O:2][CH2:3][N:4]1[C:9]2[CH:10]=[CH:11][C:12]([CH2:14][OH:15])=[CH:13][C:8]=2[S:7][C:6]2[N:19]=[CH:20][CH:21]=[N:22][C:5]1=2, predict the reactants needed to synthesize it. The reactants are: [CH3:1][O:2][CH2:3][N:4]1[C:9]2[CH:10]=[CH:11][C:12]([C:14](OCC)=[O:15])=[CH:13][C:8]=2[S:7][C:6]2[N:19]=[CH:20][CH:21]=[N:22][C:5]1=2.[H-].C([Al+]CC(C)C)C(C)C. (5) Given the product [NH:20]1[C:24]2[CH:25]=[CH:26][C:27]([CH2:31][C:32]([N:5]3[CH2:6][CH2:7][N:2]([C:8]([O:10][CH2:11][C:12]4[CH:17]=[CH:16][C:15]([Cl:18])=[CH:14][CH:13]=4)=[O:9])[CH2:3][CH2:4]3)=[O:33])=[CH:28][C:23]=2[N:22]=[N:21]1, predict the reactants needed to synthesize it. The reactants are: Cl.[N:2]1([C:8]([O:10][CH2:11][C:12]2[CH:17]=[CH:16][C:15]([Cl:18])=[CH:14][CH:13]=2)=[O:9])[CH2:7][CH2:6][NH:5][CH2:4][CH2:3]1.O[N:20]1[C:24]2[CH:25]=[CH:26][CH:27]=[CH:28][C:23]=2[N:22]=[N:21]1.CN1CC[O:33][CH2:32][CH2:31]1.Cl.CN(C)CCCN=C=N. (6) Given the product [CH3:1][N:2](/[CH:7]=[C:28]1\[C:29](=[O:33])[C:30]2[C:26]([CH2:27]\1)=[CH:25][C:24]([NH:23][C:15]1[C:16]3[C:17](=[CH:18][N:19]=[CH:20][CH:21]=3)[O:22][C:14]=1[C:11]1[N:10]=[CH:9][C:8]([N:5]3[CH2:4][CH2:3][N:2]([CH3:1])[CH2:7][CH2:6]3)=[CH:13][N:12]=1)=[CH:32][CH:31]=2)[CH3:3], predict the reactants needed to synthesize it. The reactants are: [CH3:1][N:2]1[CH2:7][CH2:6][N:5]([C:8]2[CH:9]=[N:10][C:11]([C:14]3[O:22][C:17]4=[CH:18][N:19]=[CH:20][CH:21]=[C:16]4[C:15]=3[NH:23][C:24]3[CH:25]=[C:26]4[C:30](=[CH:31][CH:32]=3)[C:29](=[O:33])[CH2:28][CH2:27]4)=[N:12][CH:13]=2)[CH2:4][CH2:3]1.CC(S(N)=O)(C)C. (7) Given the product [Br:1][C:2]1[CH:3]=[CH:4][C:5]([CH2:8][C:9]([O:11][CH3:16])=[O:10])=[CH:6][CH:7]=1, predict the reactants needed to synthesize it. The reactants are: [Br:1][C:2]1[CH:7]=[CH:6][C:5]([CH2:8][C:9]([OH:11])=[O:10])=[CH:4][CH:3]=1.S(Cl)(Cl)=O.[CH3:16]O.